This data is from Forward reaction prediction with 1.9M reactions from USPTO patents (1976-2016). The task is: Predict the product of the given reaction. (1) Given the reactants Br[CH2:2][C:3]([C:5]1[CH:10]=[CH:9][CH:8]=[C:7]([O:11][CH3:12])[CH:6]=1)=O.[CH3:13][O:14][C:15]1[CH:16]=[C:17]([NH:27][C:28]([NH2:30])=[S:29])[CH:18]=[CH:19][C:20]=1[N:21]1[CH:25]=[C:24]([CH3:26])[N:23]=[CH:22]1.C(OCC)C, predict the reaction product. The product is: [CH3:13][O:14][C:15]1[CH:16]=[C:17]([NH:27][C:28]2[S:29][CH:2]=[C:3]([C:5]3[CH:10]=[CH:9][CH:8]=[C:7]([O:11][CH3:12])[CH:6]=3)[N:30]=2)[CH:18]=[CH:19][C:20]=1[N:21]1[CH:25]=[C:24]([CH3:26])[N:23]=[CH:22]1. (2) Given the reactants [F:1][C:2]1[CH:3]=[CH:4][CH:5]=[C:6]2[C:10]=1[NH:9][C:8](=[O:11])[C:7]2=[O:12].[C:13]1([Mg]Br)[CH:18]=[CH:17][CH:16]=[CH:15][CH:14]=1.CO.C(O)(C(F)(F)F)=O, predict the reaction product. The product is: [F:1][C:2]1[CH:3]=[CH:4][CH:5]=[C:6]2[C:10]=1[NH:9][C:8](=[O:11])[C:7]2([OH:12])[C:13]1[CH:18]=[CH:17][CH:16]=[CH:15][CH:14]=1. (3) Given the reactants C(OC([N:6]1[C:14]2[C:9](=[C:10]([Br:15])[CH:11]=[CH:12][CH:13]=2)[C:8]([O:16][CH3:17])=[N:7]1)=O)C.O.[Li+].[OH-], predict the reaction product. The product is: [Br:15][C:10]1[CH:11]=[CH:12][CH:13]=[C:14]2[C:9]=1[C:8]([O:16][CH3:17])=[N:7][NH:6]2. (4) Given the reactants [NH2:1][C:2]1[S:3][CH:4]=[C:5]([CH2:7][N:8]2[C:12](=[O:13])/[C:11](=[CH:14]/[C:15]3[CH:16]=[C:17]4[C:21](=[CH:22][CH:23]=3)[N:20]([CH2:24][C:25]3[CH:30]=[CH:29][C:28]([Cl:31])=[CH:27][C:26]=3[C:32]([F:35])([F:34])[F:33])[N:19]=[CH:18]4)/[S:10][C:9]2=[O:36])[N:6]=1.[C:37](OC(=O)C)(=[O:39])[CH3:38], predict the reaction product. The product is: [Cl:31][C:28]1[CH:29]=[CH:30][C:25]([CH2:24][N:20]2[C:21]3[C:17](=[CH:16][C:15](/[CH:14]=[C:11]4/[C:12](=[O:13])[N:8]([CH2:7][C:5]5[N:6]=[C:2]([NH:1][C:37](=[O:39])[CH3:38])[S:3][CH:4]=5)[C:9](=[O:36])[S:10]/4)=[CH:23][CH:22]=3)[CH:18]=[N:19]2)=[C:26]([C:32]([F:35])([F:34])[F:33])[CH:27]=1. (5) Given the reactants Cl[C:2]1[N:7]=[CH:6][N:5]=[C:4]([NH2:8])[CH:3]=1.C(N(C(C)C)CC)(C)C.[CH:18]([NH:21][C:22](=[O:30])[CH2:23][N:24]1[CH2:29][CH2:28][NH:27][CH2:26][CH2:25]1)([CH3:20])[CH3:19], predict the reaction product. The product is: [NH2:8][C:4]1[N:5]=[CH:6][N:7]=[C:2]([N:27]2[CH2:28][CH2:29][N:24]([CH2:23][C:22]([NH:21][CH:18]([CH3:20])[CH3:19])=[O:30])[CH2:25][CH2:26]2)[CH:3]=1. (6) Given the reactants [CH:1]1([NH:4][CH:5]2[CH2:10][CH2:9][N:8]([C:11]3[N:16]=[CH:15][C:14]([CH2:17][CH3:18])=[CH:13][N:12]=3)[CH2:7][CH2:6]2)[CH2:3][CH2:2]1.[O:19]1[C:23]([C:24]2[CH:32]=[CH:31][C:27]([C:28](O)=[O:29])=[CH:26][N:25]=2)=[CH:22][N:21]=[CH:20]1, predict the reaction product. The product is: [CH:1]1([N:4]([CH:5]2[CH2:10][CH2:9][N:8]([C:11]3[N:12]=[CH:13][C:14]([CH2:17][CH3:18])=[CH:15][N:16]=3)[CH2:7][CH2:6]2)[C:28](=[O:29])[C:27]2[CH:31]=[CH:32][C:24]([C:23]3[O:19][CH:20]=[N:21][CH:22]=3)=[N:25][CH:26]=2)[CH2:2][CH2:3]1. (7) Given the reactants [Cl:1][C:2]1[CH:3]=[C:4]([C@H:8]([OH:10])[CH3:9])[CH:5]=[CH:6][CH:7]=1.[H-].[Na+].[F:13][C:14]1[CH:21]=[CH:20][CH:19]=[C:18](F)[C:15]=1[C:16]#[N:17], predict the reaction product. The product is: [F:13][C:14]1[CH:21]=[CH:20][C:19]([O:10][C@@H:8]([C:4]2[CH:5]=[CH:6][CH:7]=[C:2]([Cl:1])[CH:3]=2)[CH3:9])=[CH:18][C:15]=1[C:16]#[N:17].